This data is from Full USPTO retrosynthesis dataset with 1.9M reactions from patents (1976-2016). The task is: Predict the reactants needed to synthesize the given product. Given the product [CH2:1]([O:3][C:4](=[O:18])[CH:5]([O:14][CH:15]([CH3:17])[CH3:16])[CH2:6][C:7]1[CH:8]=[CH:9][C:10]([O:13][CH2:26][CH2:25][CH:24]2[CH2:23][N:22]([CH2:38][C:39]3[CH:44]=[CH:43][C:42]([OH:54])=[CH:41][CH:40]=3)[C:21](=[O:49])[N:20]2[CH3:19])=[CH:11][CH:12]=1)[CH3:2], predict the reactants needed to synthesize it. The reactants are: [CH2:1]([O:3][C:4](=[O:18])[CH:5]([O:14][CH:15]([CH3:17])[CH3:16])[CH2:6][C:7]1[CH:12]=[CH:11][C:10]([OH:13])=[CH:9][CH:8]=1)[CH3:2].[CH3:19][N:20]1[CH:24]([CH2:25][CH2:26]OS(C2C=CC(C)=CC=2)(=O)=O)[CH2:23][N:22]([CH2:38][C:39]2[CH:44]=[CH:43][C:42](C(F)(F)F)=[CH:41][CH:40]=2)[C:21]1=[O:49].CN(C=[O:54])C.